This data is from Forward reaction prediction with 1.9M reactions from USPTO patents (1976-2016). The task is: Predict the product of the given reaction. (1) Given the reactants [Br:1][C:2]1[CH:7]=[CH:6][C:5]([CH2:8]Br)=[C:4]([F:10])[CH:3]=1.[NH:11]1[CH2:16][CH2:15][O:14][CH2:13][CH2:12]1, predict the reaction product. The product is: [Br:1][C:2]1[CH:7]=[CH:6][C:5]([CH2:8][N:11]2[CH2:16][CH2:15][O:14][CH2:13][CH2:12]2)=[C:4]([F:10])[CH:3]=1. (2) Given the reactants [Cl:1][C:2]1[CH:3]=[C:4]([C@@H:8]([C@@H:17]2[CH2:22][CH2:21][CH2:20][NH:19][CH2:18]2)[O:9][CH2:10][CH2:11][NH:12][C:13](=[O:16])[O:14][CH3:15])[CH:5]=[CH:6][CH:7]=1.CCN(C(C)C)C(C)C.[CH2:32]([NH:36][C:37](=[O:69])[CH2:38][C@H:39]([O:61][Si](C(C)(C)C)(C)C)[C@@H:40]([NH:48][C:49](=O)[O:50]C1C=CC([N+]([O-])=O)=CC=1)[CH2:41][CH:42]1[CH2:47][CH2:46][CH2:45][CH2:44][CH2:43]1)[CH2:33][CH2:34][CH3:35], predict the reaction product. The product is: [CH2:32]([NH:36][C:37](=[O:69])[CH2:38][C@H:39]([OH:61])[C@@H:40]([NH:48][C:49]([N:19]1[CH2:20][CH2:21][CH2:22][C@@H:17]([C@H:8]([C:4]2[CH:5]=[CH:6][CH:7]=[C:2]([Cl:1])[CH:3]=2)[O:9][CH2:10][CH2:11][NH:12][C:13](=[O:16])[O:14][CH3:15])[CH2:18]1)=[O:50])[CH2:41][CH:42]1[CH2:47][CH2:46][CH2:45][CH2:44][CH2:43]1)[CH2:33][CH2:34][CH3:35]. (3) Given the reactants C(O[C:6](=[O:25])[NH:7][C:8]1[S:9][C:10]2[C:16]([C:17]3[CH:22]=[CH:21][CH:20]=[CH:19][CH:18]=3)=[CH:15][CH:14]=[C:13]([O:23][CH3:24])[C:11]=2[N:12]=1)(C)(C)C.[CH3:26][O:27][C:28]1[CH:35]=[CH:34][C:31]([CH2:32][NH2:33])=[CH:30][CH:29]=1, predict the reaction product. The product is: [CH3:26][O:27][C:28]1[CH:35]=[CH:34][C:31]([CH2:32][NH:33][C:6]([NH:7][C:8]2[S:9][C:10]3[C:16]([C:17]4[CH:22]=[CH:21][CH:20]=[CH:19][CH:18]=4)=[CH:15][CH:14]=[C:13]([O:23][CH3:24])[C:11]=3[N:12]=2)=[O:25])=[CH:30][CH:29]=1. (4) Given the reactants [CH3:1][C:2]1[CH:6]=[C:5]([CH3:7])[N:4]([C:8]2[N:13]=[C:12]([NH:14][C:15](=[O:17])[CH3:16])[CH:11]=[C:10]([C:18]3[CH:23]=[C:22]([OH:24])[CH:21]=[C:20](F)[CH:19]=3)[N:9]=2)[N:3]=1.OC1C=C(B(O)O)C=CC=1, predict the reaction product. The product is: [CH3:1][C:2]1[CH:6]=[C:5]([CH3:7])[N:4]([C:8]2[N:13]=[C:12]([NH:14][C:15](=[O:17])[CH3:16])[CH:11]=[C:10]([C:18]3[CH:19]=[CH:20][CH:21]=[C:22]([OH:24])[CH:23]=3)[N:9]=2)[N:3]=1. (5) Given the reactants Br[C:2]1[CH:3]=[CH:4][C:5]([O:10][CH2:11][CH:12]2[CH2:17][CH2:16][N:15]([CH2:18][C:19]([F:22])([CH3:21])[CH3:20])[CH2:14][CH2:13]2)=[C:6]([CH2:8][OH:9])[CH:7]=1.[CH2:23]([O:25][C:26]([C:28]1[CH:33]=[CH:32][C:31](B(O)O)=[CH:30][C:29]=1[F:37])=[O:27])[CH3:24].C([O-])([O-])=O.[Cs+].[Cs+], predict the reaction product. The product is: [F:37][C:29]1[CH:30]=[C:31]([C:2]2[CH:3]=[CH:4][C:5]([O:10][CH2:11][CH:12]3[CH2:17][CH2:16][N:15]([CH2:18][C:19]([F:22])([CH3:21])[CH3:20])[CH2:14][CH2:13]3)=[C:6]([CH2:8][OH:9])[CH:7]=2)[CH:32]=[CH:33][C:28]=1[C:26]([O:25][CH2:23][CH3:24])=[O:27].